From a dataset of Full USPTO retrosynthesis dataset with 1.9M reactions from patents (1976-2016). Predict the reactants needed to synthesize the given product. (1) Given the product [Cl:3][C:4]1[CH:5]=[C:6]([NH:11][C:12]2[C:21]3[C:16](=[CH:17][C:18]([O:30][CH2:29][CH2:28][O:27][CH3:26])=[C:19]([N+:22]([O-:24])=[O:23])[CH:20]=3)[N:15]=[CH:14][N:13]=2)[CH:7]=[CH:8][C:9]=1[F:10], predict the reactants needed to synthesize it. The reactants are: [H-].[Na+].[Cl:3][C:4]1[CH:5]=[C:6]([NH:11][C:12]2[C:21]3[C:16](=[CH:17][C:18](F)=[C:19]([N+:22]([O-:24])=[O:23])[CH:20]=3)[N:15]=[CH:14][N:13]=2)[CH:7]=[CH:8][C:9]=1[F:10].[CH3:26][O:27][CH2:28][CH2:29][OH:30]. (2) Given the product [Cl:1][C:2]1[CH:7]=[CH:6][C:5]([C:8]2([OH:34])[CH2:9][CH2:10][N:11]([CH2:14][CH2:15][CH:16]=[C:17]3[C:27]4[C:22](=[N:23][CH:24]=[CH:25][CH:26]=4)[O:21][C:20]4[CH:28]=[CH:29][CH:30]=[C:31]([CH:32]=[O:33])[C:19]=4[CH2:18]3)[CH2:12][CH2:13]2)=[CH:4][CH:3]=1, predict the reactants needed to synthesize it. The reactants are: [Cl:1][C:2]1[CH:7]=[CH:6][C:5]([C:8]2([OH:34])[CH2:13][CH2:12][N:11]([CH2:14][CH2:15][CH:16]=[C:17]3[C:27]4[C:22](=[N:23][CH:24]=[CH:25][CH:26]=4)[O:21][C:20]4[CH:28]=[CH:29][CH:30]=[C:31]([CH2:32][OH:33])[C:19]=4[CH2:18]3)[CH2:10][CH2:9]2)=[CH:4][CH:3]=1.